Dataset: Ames mutagenicity test results for genotoxicity prediction. Task: Regression/Classification. Given a drug SMILES string, predict its toxicity properties. Task type varies by dataset: regression for continuous values (e.g., LD50, hERG inhibition percentage) or binary classification for toxic/non-toxic outcomes (e.g., AMES mutagenicity, cardiotoxicity, hepatotoxicity). Dataset: ames. (1) The molecule is CC(=O)/C=C\C1=C(C)CCCC1(C)C. The result is 0 (non-mutagenic). (2) The molecule is CCC(CCC(C)O)COC(=O)CCCCC(=O)O. The result is 0 (non-mutagenic). (3) The compound is O=CCCCC=O. The result is 1 (mutagenic).